The task is: Regression. Given two drug SMILES strings and cell line genomic features, predict the synergy score measuring deviation from expected non-interaction effect.. This data is from NCI-60 drug combinations with 297,098 pairs across 59 cell lines. (1) Drug 1: C1CC(=O)NC(=O)C1N2CC3=C(C2=O)C=CC=C3N. Drug 2: C1CCC(C(C1)N)N.C(=O)(C(=O)[O-])[O-].[Pt+4]. Cell line: 786-0. Synergy scores: CSS=26.0, Synergy_ZIP=-6.45, Synergy_Bliss=-2.63, Synergy_Loewe=-31.2, Synergy_HSA=-0.243. (2) Drug 1: C1=NC2=C(N=C(N=C2N1C3C(C(C(O3)CO)O)O)F)N. Drug 2: CC1=C(C(=CC=C1)Cl)NC(=O)C2=CN=C(S2)NC3=CC(=NC(=N3)C)N4CCN(CC4)CCO. Cell line: KM12. Synergy scores: CSS=-1.79, Synergy_ZIP=4.62, Synergy_Bliss=5.82, Synergy_Loewe=-0.430, Synergy_HSA=1.39. (3) Drug 1: CC1=C2C(C(=O)C3(C(CC4C(C3C(C(C2(C)C)(CC1OC(=O)C(C(C5=CC=CC=C5)NC(=O)C6=CC=CC=C6)O)O)OC(=O)C7=CC=CC=C7)(CO4)OC(=O)C)O)C)OC(=O)C. Drug 2: CS(=O)(=O)CCNCC1=CC=C(O1)C2=CC3=C(C=C2)N=CN=C3NC4=CC(=C(C=C4)OCC5=CC(=CC=C5)F)Cl. Cell line: OVCAR-4. Synergy scores: CSS=52.3, Synergy_ZIP=1.52, Synergy_Bliss=6.93, Synergy_Loewe=-16.9, Synergy_HSA=8.32. (4) Drug 1: CC1=C(C=C(C=C1)NC2=NC=CC(=N2)N(C)C3=CC4=NN(C(=C4C=C3)C)C)S(=O)(=O)N.Cl. Drug 2: CCC1(CC2CC(C3=C(CCN(C2)C1)C4=CC=CC=C4N3)(C5=C(C=C6C(=C5)C78CCN9C7C(C=CC9)(C(C(C8N6C=O)(C(=O)OC)O)OC(=O)C)CC)OC)C(=O)OC)O.OS(=O)(=O)O. Cell line: HS 578T. Synergy scores: CSS=46.4, Synergy_ZIP=5.14, Synergy_Bliss=6.79, Synergy_Loewe=-47.0, Synergy_HSA=4.02.